Dataset: Retrosynthesis with 50K atom-mapped reactions and 10 reaction types from USPTO. Task: Predict the reactants needed to synthesize the given product. (1) Given the product COc1ccc2c(c1OC)CCN(C(=O)c1nc(-c3ccc(Cl)cc3)nc3ccccc13)C2, predict the reactants needed to synthesize it. The reactants are: COc1ccc2c(c1OC)CCNC2.O=C(O)c1nc(-c2ccc(Cl)cc2)nc2ccccc12. (2) Given the product CCCCCCCCCCCCNC(=S)NCc1cccc(OC)c1, predict the reactants needed to synthesize it. The reactants are: CCCCCCCCCCCCN.COc1cccc(CN=C=S)c1. (3) Given the product O=C(Nc1ccccc1Cl)c1cc2c(s1)-c1cc(Br)ccc1OCC2, predict the reactants needed to synthesize it. The reactants are: Nc1ccccc1Cl.O=C(Cl)c1cc2c(s1)-c1cc(Br)ccc1OCC2. (4) Given the product Nc1cccc2[nH]c(=O)n(-c3cccc(S(=O)(=O)N4CCCc5ccccc54)c3)c(=O)c12, predict the reactants needed to synthesize it. The reactants are: O=c1[nH]c2cccc([N+](=O)[O-])c2c(=O)n1-c1cccc(S(=O)(=O)N2CCCc3ccccc32)c1.